This data is from Catalyst prediction with 721,799 reactions and 888 catalyst types from USPTO. The task is: Predict which catalyst facilitates the given reaction. (1) Reactant: [NH2:1][C:2]1[CH:7]=[CH:6][CH:5]=[CH:4][CH:3]=1.[H-].[Na+].Br[CH2:11][CH2:12][CH2:13][O:14][C:15]1[CH:16]=[C:17]2[C:21](=[CH:22][CH:23]=1)[C@H:20]([CH2:24][C:25]([O:27][CH2:28][CH3:29])=[O:26])[CH2:19][CH2:18]2.[NH4+].[Cl-]. Product: [NH:1]([CH2:11][CH2:12][CH2:13][O:14][C:15]1[CH:16]=[C:17]2[C:21](=[CH:22][CH:23]=1)[C@H:20]([CH2:24][C:25]([O:27][CH2:28][CH3:29])=[O:26])[CH2:19][CH2:18]2)[C:2]1[CH:7]=[CH:6][CH:5]=[CH:4][CH:3]=1. The catalyst class is: 3. (2) Reactant: [Cl:1][C:2]1[C:3]([F:20])=[CH:4][C:5]([F:19])=[C:6]([S:8]([NH:11][C:12]2[N:17]=[CH:16][C:15]([F:18])=[CH:14][N:13]=2)(=[O:10])=[O:9])[CH:7]=1.C(N(CC)C(C)C)(C)C.[CH2:30]([O:32][CH2:33]Cl)[CH3:31]. Product: [Cl:1][C:2]1[C:3]([F:20])=[CH:4][C:5]([F:19])=[C:6]([S:8]([N:11]([CH2:33][O:32][CH2:30][CH3:31])[C:12]2[N:13]=[CH:14][C:15]([F:18])=[CH:16][N:17]=2)(=[O:10])=[O:9])[CH:7]=1. The catalyst class is: 96. (3) Reactant: [F:1][C:2]1[C:7]([F:8])=[CH:6][CH:5]=[C:4]([C:9]([NH:11][O:12][CH2:13][CH2:14][OH:15])=[O:10])[C:3]=1[NH:16][C:17]1[CH:36]=[CH:35][C:20]([C:21](OC2C(F)=C(F)C(F)=C(F)C=2F)=[O:22])=[CH:19][CH:18]=1.[BH4-].[Na+].Cl. Product: [F:1][C:2]1[C:3]([NH:16][C:17]2[CH:36]=[CH:35][C:20]([CH2:21][OH:22])=[CH:19][CH:18]=2)=[C:4]([CH:5]=[CH:6][C:7]=1[F:8])[C:9]([NH:11][O:12][CH2:13][CH2:14][OH:15])=[O:10]. The catalyst class is: 20. (4) Reactant: Cl[C:2]([O:4][CH2:5][C:6]1[CH:11]=[CH:10][CH:9]=[CH:8][CH:7]=1)=[O:3].[NH2:12][NH2:13].[C:14](=[O:17])([O-])[O-:15].[Na+].[Na+]. Product: [NH:12]([C:14]([O:15][CH2:5][C:6]1[CH:11]=[CH:10][CH:9]=[CH:8][CH:7]=1)=[O:17])[NH:13][C:2]([O:4][CH2:5][C:6]1[CH:11]=[CH:10][CH:9]=[CH:8][CH:7]=1)=[O:3]. The catalyst class is: 24. (5) Reactant: [C:1]1([P:7]([C:10]2[CH:15]=[CH:14][CH:13]=[CH:12][CH:11]=2)(=[O:9])[OH:8])[CH:6]=[CH:5][CH:4]=[CH:3][CH:2]=1.[OH-].[CH2:17]([N+:19]([CH2:24][CH3:25])([CH2:22][CH3:23])[CH2:20][CH3:21])[CH3:18]. Product: [C:1]1([P:7]([C:10]2[CH:15]=[CH:14][CH:13]=[CH:12][CH:11]=2)(=[O:8])[O-:9])[CH:2]=[CH:3][CH:4]=[CH:5][CH:6]=1.[CH2:17]([N+:19]([CH2:24][CH3:25])([CH2:22][CH3:23])[CH2:20][CH3:21])[CH3:18]. The catalyst class is: 666. (6) Reactant: [CH:1]1([N:6]2[C:11]3[N:12]=[C:13]([S:16][CH3:17])[N:14]=[CH:15][C:10]=3[CH:9]=[C:8]([F:18])[C:7]2=[O:19])[CH2:5][CH2:4][CH2:3][CH2:2]1.C1(S(N2C(C3C=CC=CC=3)O2)(=O)=[O:27])C=CC=CC=1. Product: [CH:1]1([N:6]2[C:11]3[N:12]=[C:13]([S:16]([CH3:17])=[O:27])[N:14]=[CH:15][C:10]=3[CH:9]=[C:8]([F:18])[C:7]2=[O:19])[CH2:2][CH2:3][CH2:4][CH2:5]1. The catalyst class is: 4. (7) Reactant: [CH3:1][O:2][C:3]1[CH:4]=[C:5]2[C:10](=[CH:11][C:12]=1[OH:13])[N:9]=[CH:8][CH:7]=[C:6]2[O:14][C:15]1[C:16]([C:23]2[CH:28]=[CH:27][C:26]([CH3:29])=[CH:25][N:24]=2)=[N:17][C:18]([CH3:22])=[C:19]([CH3:21])[CH:20]=1.C(=O)([O-])[O-].[K+].[K+].Br[CH2:37][CH2:38][Cl:39]. Product: [Cl:39][CH2:38][CH2:37][O:13][C:12]1[CH:11]=[C:10]2[C:5]([C:6]([O:14][C:15]3[C:16]([C:23]4[CH:28]=[CH:27][C:26]([CH3:29])=[CH:25][N:24]=4)=[N:17][C:18]([CH3:22])=[C:19]([CH3:21])[CH:20]=3)=[CH:7][CH:8]=[N:9]2)=[CH:4][C:3]=1[O:2][CH3:1]. The catalyst class is: 9.